From a dataset of Catalyst prediction with 721,799 reactions and 888 catalyst types from USPTO. Predict which catalyst facilitates the given reaction. (1) Reactant: C([O:3][CH:4](OCC)[CH2:5][CH2:6][C:7]1[CH:16]=[CH:15][C:14]2[C:9](=[CH:10][C:11]([CH3:17])=[CH:12][CH:13]=2)[N:8]=1)C. Product: [CH3:17][C:11]1[CH:10]=[C:9]2[C:14]([CH:15]=[CH:16][C:7]([CH2:6][CH2:5][CH:4]=[O:3])=[N:8]2)=[CH:13][CH:12]=1. The catalyst class is: 574. (2) Reactant: [NH2:1][C@@H:2]([C:6]([OH:8])=[O:7])[CH:3]([CH3:5])[CH3:4].C(N(CC)CC)C.[F:16][C:17]1[CH:22]=[CH:21][C:20]([S:23](Cl)(=[O:25])=[O:24])=[CH:19][CH:18]=1. Product: [F:16][C:17]1[CH:22]=[CH:21][C:20]([S:23]([NH:1][C@@H:2]([C:6]([OH:8])=[O:7])[CH:3]([CH3:5])[CH3:4])(=[O:25])=[O:24])=[CH:19][CH:18]=1. The catalyst class is: 283. (3) Reactant: [CH3:1][C:2]1[CH:7]=[C:6]([CH3:8])[CH:5]=[C:4]([NH2:9])[C:3]=1[NH2:10].[S:11](=NC1C=CC=CC=1)=O.Cl. Product: [CH3:1][C:2]1[C:3]2=[N:10][S:11][N:9]=[C:4]2[CH:5]=[C:6]([CH3:8])[CH:7]=1. The catalyst class is: 11. (4) Reactant: [Cl:1][C:2]1[CH:3]=[C:4]([CH:6]=[CH:7][CH:8]=1)[NH2:5].[S:9](=O)(=[O:12])([OH:11])[OH:10]. Product: [NH2:5][C:4]1[CH:6]=[CH:7][C:8]([S:9]([OH:12])(=[O:11])=[O:10])=[C:2]([Cl:1])[CH:3]=1. The catalyst class is: 6. (5) Reactant: [I-].[CH3:2][P+](C1C=CC=CC=1)(C1C=CC=CC=1)C1C=CC=CC=1.C1COCC1.C[Si](C)(C)[N-][Si](C)(C)C.[Li+].[C:37]([O:41][C:42]([N:44]1[CH2:48][CH2:47][C:46](=O)[CH2:45]1)=[O:43])([CH3:40])([CH3:39])[CH3:38]. The catalyst class is: 11. Product: [CH2:2]=[C:46]1[CH2:47][CH2:48][N:44]([C:42]([O:41][C:37]([CH3:40])([CH3:39])[CH3:38])=[O:43])[CH2:45]1. (6) Reactant: [CH3:1][O:2][C:3]([C:5]1[C:10]([C:11]2[C:21]3[CH:22]=[CH:23][C:24]([OH:26])=[CH:25][C:20]=3[O:19][C:18]3[C:12]=2[CH:13]=[CH:14][C:15]([CH:17]=3)=[O:16])=[CH:9][CH:8]=[CH:7][CH:6]=1)=[O:4].C(=O)([O-])[O-].[K+].[K+].Br[CH2:34][C:35]1[CH:40]=[CH:39][C:38]([B:41]2[O:49][C:46]([CH3:48])([CH3:47])[C:43]([CH3:45])([CH3:44])[O:42]2)=[CH:37][CH:36]=1. Product: [O:16]=[C:15]1[CH:17]=[C:18]2[C:12](=[C:11]([C:10]3[CH:9]=[CH:8][CH:7]=[CH:6][C:5]=3[C:3]([O:2][CH3:1])=[O:4])[C:21]3[C:20]([O:19]2)=[CH:25][C:24]([O:26][CH2:34][C:35]2[CH:36]=[CH:37][C:38]([B:41]4[O:42][C:43]([CH3:45])([CH3:44])[C:46]([CH3:48])([CH3:47])[O:49]4)=[CH:39][CH:40]=2)=[CH:23][CH:22]=3)[CH:13]=[CH:14]1. The catalyst class is: 3. (7) Reactant: Br[CH2:2][C:3]1([C:6]2[CH:11]=[CH:10][C:9]([I:12])=[CH:8][CH:7]=2)[CH2:5][CH2:4]1.[N-:13]=[N+:14]=[N-:15].[Na+].CCOC(C)=O. Product: [N:13]([CH2:2][C:3]1([C:6]2[CH:11]=[CH:10][C:9]([I:12])=[CH:8][CH:7]=2)[CH2:5][CH2:4]1)=[N+:14]=[N-:15]. The catalyst class is: 3. (8) Reactant: [CH3:1][C:2]1[N:3]([C:8]2[CH:12]=[CH:11][N:10]([CH3:13])[N:9]=2)[C:4]([CH3:7])=[CH:5][CH:6]=1.C([Li])CCC.Cl[C:20]([O:22][CH3:23])=[O:21]. Product: [CH3:23][O:22][C:20]([C:11]1[N:10]([CH3:13])[N:9]=[C:8]([N:3]2[C:2]([CH3:1])=[CH:6][CH:5]=[C:4]2[CH3:7])[CH:12]=1)=[O:21]. The catalyst class is: 7.